Dataset: Peptide-MHC class I binding affinity with 185,985 pairs from IEDB/IMGT. Task: Regression. Given a peptide amino acid sequence and an MHC pseudo amino acid sequence, predict their binding affinity value. This is MHC class I binding data. (1) The MHC is HLA-B46:01 with pseudo-sequence HLA-B46:01. The peptide sequence is SVMSTFFWE. The binding affinity (normalized) is 0.0847. (2) The peptide sequence is YLKKWLNSF. The MHC is HLA-A11:01 with pseudo-sequence HLA-A11:01. The binding affinity (normalized) is 0.0847. (3) The peptide sequence is YTNEIIGYK. The MHC is HLA-A33:01 with pseudo-sequence HLA-A33:01. The binding affinity (normalized) is 0.443. (4) The peptide sequence is NYFNRMFHF. The MHC is HLA-A11:01 with pseudo-sequence HLA-A11:01. The binding affinity (normalized) is 0.0847. (5) The peptide sequence is WLKIKRDYL. The MHC is HLA-B44:03 with pseudo-sequence HLA-B44:03. The binding affinity (normalized) is 0. (6) The binding affinity (normalized) is 0.148. The peptide sequence is SGPSNTYPEI. The MHC is HLA-A24:02 with pseudo-sequence HLA-A24:02. (7) The peptide sequence is ALVEICTEMEK. The MHC is HLA-A68:01 with pseudo-sequence HLA-A68:01. The binding affinity (normalized) is 0.193. (8) The peptide sequence is IAVITETIPI. The MHC is HLA-A02:06 with pseudo-sequence HLA-A02:06. The binding affinity (normalized) is 0.996.